Dataset: Full USPTO retrosynthesis dataset with 1.9M reactions from patents (1976-2016). Task: Predict the reactants needed to synthesize the given product. (1) Given the product [F:1][C:2]1[CH:3]=[CH:4][C:5]([C:8]2[N:12](/[CH:13]=[CH:14]/[CH2:15][OH:16])[C:11]([CH:19]([CH3:20])[CH3:21])=[N:10][C:9]=2[C:22]2[CH:27]=[CH:26][N:25]=[C:24]([NH:28][C:32]3[CH:33]=[CH:34][CH:35]=[CH:36][CH:37]=3)[N:23]=2)=[CH:6][CH:7]=1, predict the reactants needed to synthesize it. The reactants are: [F:1][C:2]1[CH:7]=[CH:6][C:5]([C:8]2[N:12](/[CH:13]=[CH:14]/[C:15](OC)=[O:16])[C:11]([CH:19]([CH3:21])[CH3:20])=[N:10][C:9]=2[C:22]2[CH:27]=[CH:26][N:25]=[C:24]([N:28]([C:32]3[CH:37]=[CH:36][CH:35]=[CH:34][CH:33]=3)C(=O)C)[N:23]=2)=[CH:4][CH:3]=1. (2) Given the product [CH2:5]([N:4]([CH2:1][CH3:3])[C:10](=[O:9])[CH2:28][C:21]1[C:22]([O:26][CH3:27])=[CH:23][CH:24]=[CH:25][C:20]=1[OH:19])[CH3:7], predict the reactants needed to synthesize it. The reactants are: [CH:1]([N-:4][CH:5]([CH3:7])C)([CH3:3])C.[Li+].[O:9]1CCC[CH2:10]1.C(N(CC)C([O:19][C:20]1[CH:25]=[CH:24][CH:23]=[C:22]([O:26][CH3:27])[C:21]=1[CH3:28])=O)C.C1(C)C=CC=CC=1.